This data is from Full USPTO retrosynthesis dataset with 1.9M reactions from patents (1976-2016). The task is: Predict the reactants needed to synthesize the given product. (1) Given the product [OH:20][CH:13]([C:14]1[CH:15]=[CH:16][CH:17]=[CH:18][CH:19]=1)[CH2:12][N:9]1[CH2:10][CH2:11][N:7]([C:5]2[S:4][C:3]([C:22]([NH:24][CH2:25][C:26]3[CH:27]=[N:28][CH:29]=[CH:30][CH:31]=3)=[O:23])=[C:2]([CH3:1])[CH:6]=2)[C:8]1=[O:21], predict the reactants needed to synthesize it. The reactants are: [CH3:1][C:2]1[CH:6]=[C:5]([N:7]2[CH2:11][CH2:10][N:9]([CH2:12][C:13](=[O:20])[C:14]3[CH:19]=[CH:18][CH:17]=[CH:16][CH:15]=3)[C:8]2=[O:21])[S:4][C:3]=1[C:22]([NH:24][CH2:25][C:26]1[CH:27]=[N:28][CH:29]=[CH:30][CH:31]=1)=[O:23].[BH4-].[Na+]. (2) Given the product [O:15]1[CH2:16][CH2:17][CH2:18][O:13][CH:14]1[C:19]1[CH:24]=[CH:23][C:22]([C:25]2[S:26][C:27]3[C:32]([N:33]=2)=[CH:31][CH:30]=[C:29]([C:34]2([C:36]4[CH:37]=[CH:38][CH:39]=[CH:40][CH:41]=4)[CH2:1][CH2:35]2)[N:28]=3)=[C:21]([F:42])[CH:20]=1, predict the reactants needed to synthesize it. The reactants are: [CH3:1]C(C)([O-])C.[K+].[I-].C[S+](C)(C)=O.[O:13]1[CH2:18][CH2:17][CH2:16][O:15][CH:14]1[C:19]1[CH:24]=[CH:23][C:22]([C:25]2[S:26][C:27]3[C:32]([N:33]=2)=[CH:31][CH:30]=[C:29]([C:34]([C:36]2[CH:41]=[CH:40][CH:39]=[CH:38][CH:37]=2)=[CH2:35])[N:28]=3)=[C:21]([F:42])[CH:20]=1.O. (3) Given the product [F:34][C:2]([F:1])([F:33])[C:3]1[CH:4]=[C:5]([C@H:13]([O:15][C@H:16]2[O:24][CH2:23][C@@H:19]3[CH2:20][N:21]([C:45]4[S:46][C:47]([C:50]([O:52][CH2:53][CH3:54])=[O:51])=[CH:48][N:49]=4)[CH2:22][C@H:18]3[C@@H:17]2[C:25]2[CH:30]=[CH:29][C:28]([F:31])=[CH:27][C:26]=2[CH3:32])[CH3:14])[CH:6]=[C:7]([C:9]([F:12])([F:10])[F:11])[CH:8]=1, predict the reactants needed to synthesize it. The reactants are: [F:1][C:2]([F:34])([F:33])[C:3]1[CH:4]=[C:5]([C@H:13]([O:15][C@H:16]2[O:24][CH2:23][C@@H:19]3[CH2:20][NH:21][CH2:22][C@H:18]3[C@@H:17]2[C:25]2[CH:30]=[CH:29][C:28]([F:31])=[CH:27][C:26]=2[CH3:32])[CH3:14])[CH:6]=[C:7]([C:9]([F:12])([F:11])[F:10])[CH:8]=1.C(N(CC)C(C)C)(C)C.Br[C:45]1[S:46][C:47]([C:50]([O:52][CH2:53][CH3:54])=[O:51])=[CH:48][N:49]=1. (4) Given the product [NH2:1][C:2]1[C:7]([F:8])=[C:6]([Cl:9])[N:5]=[C:4]([C:10]([OH:12])=[O:11])[C:3]=1[CH:14]=[CH2:15], predict the reactants needed to synthesize it. The reactants are: [NH2:1][C:2]1[C:7]([F:8])=[C:6]([Cl:9])[N:5]=[C:4]([C:10]([O:12]C)=[O:11])[C:3]=1[CH:14]=[CH2:15].[OH-].[Na+].